From a dataset of Full USPTO retrosynthesis dataset with 1.9M reactions from patents (1976-2016). Predict the reactants needed to synthesize the given product. Given the product [N+:15]([C:13]1[N:12]=[C:11]2[N:10]([CH:14]=1)[CH2:9][C@H:8]([O:19][CH:20]1[CH2:25][CH2:24][CH2:23][CH2:22][O:21]1)[CH2:7][O:6]2)([O-:17])=[O:16], predict the reactants needed to synthesize it. The reactants are: C([Si](CC)(CC)[O:6][CH2:7][C@@H:8]([O:19][CH:20]1[CH2:25][CH2:24][CH2:23][CH2:22][O:21]1)[CH2:9][N:10]1[CH:14]=[C:13]([N+:15]([O-:17])=[O:16])[N:12]=[C:11]1Cl)(C)(C)C.CCCC[N+](CCCC)(CCCC)CCCC.[F-].